From a dataset of Full USPTO retrosynthesis dataset with 1.9M reactions from patents (1976-2016). Predict the reactants needed to synthesize the given product. (1) Given the product [OH:8][N:9]1[C:14]2[N:15]=[CH:16][N:17]=[C:18]([CH3:19])[C:13]=2[C:12]([NH:20][CH2:21][C:22]2[C:23]([N:28]3[CH2:29][CH2:30][O:31][CH2:32][CH2:33]3)=[N:24][CH:25]=[CH:26][CH:27]=2)=[CH:11][C:10]1=[O:34], predict the reactants needed to synthesize it. The reactants are: C([O:8][N:9]1[C:14]2[N:15]=[CH:16][N:17]=[C:18]([CH3:19])[C:13]=2[C:12]([NH:20][CH2:21][C:22]2[C:23]([N:28]3[CH2:33][CH2:32][O:31][CH2:30][CH2:29]3)=[N:24][CH:25]=[CH:26][CH:27]=2)=[CH:11][C:10]1=[O:34])C1C=CC=CC=1.CO.[H][H]. (2) Given the product [Cl:11][C:9]1[C:8]([N:14]2[CH2:15][CH:16]([C:31]([OH:33])=[O:32])[CH2:17]2)=[N:7][CH:6]=[C:5]([C:4]([O:3][CH2:1][CH3:2])=[O:13])[CH:10]=1, predict the reactants needed to synthesize it. The reactants are: [CH2:1]([O:3][C:4](=[O:13])[C:5]1[CH:10]=[C:9]([Cl:11])[C:8](Cl)=[N:7][CH:6]=1)[CH3:2].[N:14]1(C(O)=O)[CH2:17][CH2:16][CH2:15]1.CCN(C(C)C)C(C)C.C[C:31]([OH:33])=[O:32]. (3) Given the product [Cl:1][C:2]1[CH:3]=[CH:4][C:5]([O:6][C:7]2[CH:8]=[CH:9][C:10]([N:13]3[CH:17]([C:18]4[CH:23]=[CH:22][CH:21]=[C:20]([O:24][CH2:25][C:26]5[CH:31]=[CH:30][CH:29]=[CH:28][CH:27]=5)[CH:19]=4)[CH2:16][N:15]([CH2:38][CH2:37][S:39]([CH3:42])(=[O:41])=[O:40])[C:14]3=[O:32])=[CH:11][CH:12]=2)=[CH:33][CH:34]=1, predict the reactants needed to synthesize it. The reactants are: [Cl:1][C:2]1[CH:34]=[CH:33][C:5]([O:6][C:7]2[CH:12]=[CH:11][C:10]([N:13]3[CH:17]([C:18]4[CH:23]=[CH:22][CH:21]=[C:20]([O:24][CH2:25][C:26]5[CH:31]=[CH:30][CH:29]=[CH:28][CH:27]=5)[CH:19]=4)[CH2:16][NH:15][C:14]3=[O:32])=[CH:9][CH:8]=2)=[CH:4][CH:3]=1.[H-].[Na+].[CH:37]([S:39]([CH3:42])(=[O:41])=[O:40])=[CH2:38].[Cl-].[NH4+].